Dataset: Experimentally validated miRNA-target interactions with 360,000+ pairs, plus equal number of negative samples. Task: Binary Classification. Given a miRNA mature sequence and a target amino acid sequence, predict their likelihood of interaction. (1) The miRNA is hsa-miR-3929 with sequence GAGGCUGAUGUGAGUAGACCACU. The protein sequence of the target gene is MWAPREQLLGWTAEALPAKDSAWPWEEKPRYLGPVTFEDVAVLFTEAEWKRLSLEQRNLYKEVMLENLRNLVSLAESKPEVHTCPSCPLAFGSQQFLSQDELHNHPIPGFHAGNQLHPGNPCPEDQPQSQHPSDKNHRGAEAEDQRVEGGVRPLFWSTNERGALVGFSSLFQRPPISSWGGNRILEIQLSPAQNASSEEVDRISKRAETPGFGAVTFGECALAFNQKSNLFRQKAVTAEKSSDKRQSQVCRECGRGFSRKSQLIIHQRTHTGEKPYVCGECGRGFIVESVLRNHLSTHSG.... Result: 1 (interaction). (2) The miRNA is hsa-miR-5571-3p with sequence GUCCUAGGAGGCUCCUCUG. The protein sequence of the target gene is MLTRKIKLWDINAHITCRLCSGYLIDATTVTECLHTFCRSCLVKYLEENNTCPTCRIVIHQSHPLQYIGHDRTMQDIVYKLVPGLQEAEMRKQREFYHKLGMEVPGDIKGEACSAKQHLDPRNGETKADDNSNKETAEEKQEEDNDYHRSDEQVSICLECNSSKLRGLKRKWIRCSAQATVLHLKKFIAKKLNLSSFNELDILCNEEILGKDHTLKFVVVTRWRFKKAPLLLHYRPKMDLL. Result: 0 (no interaction). (3) The miRNA is mmu-miR-344h-3p with sequence GGUAUAACCAAAGCCCGACUGU. The protein sequence of the target gene is MLPSTSVNSLVQGNGVLNSRDAARHTAGAKRYKYLRRLFRFRQMDFEFAAWQMLYLFTSPQRVYRNFHYRKQTKDQWARDDPAFLVLLSIWLCVSTIGFGFVLDMGFFETIKLLLWVVLIDCVGVGLLIATLMWFISNKYLVKRQSRDYDVEWGYAFDVHLNAFYPLLVILHFIQLFFINHVILTDTFIGYLVGNTLWLVAVGYYIYVTFLGYSALPFLKNTVILLYPFAPLILLYGLSLALGWNFTHTLCSFYKYRVK. Result: 0 (no interaction). (4) The protein sequence of the target gene is MTAAPASPQQIRDRLLQAIDPQSNIRNMVAVLEVISSLEKYPITKEALEETRLGKLINDVRKKTKNEELAKRAKKLLRSWQKLIEPAHQHEAALRGLAGATGSANGGAHNCRPEVGAAGPPRSIHDLKSRNDLQRLPGQRLDRLGSRKRRGDQRDLGHPGPPPKVSKASHDPLVPNSSPLPTNGISGSPESFASSLDGSGHAGPEGSRLERDENDKHSGKIPVNAVRPHTSSPGLGKPPGPCLQPKASVLQQLDRVDETPGPPHPKGPPRCSFSPRNSRHEGSFARQQSLYAPKGSVPSP.... Result: 0 (no interaction). The miRNA is mmu-miR-343 with sequence UCUCCCUUCAUGUGCCCAGA. (5) The miRNA is mmu-miR-675-3p with sequence CUGUAUGCCCUAACCGCUCAGU. The protein sequence of the target gene is MNDMNLSPVGMEQLSSSSVSNALPVSGSHLGLAASPSHSAIPAPGLPVAIPNLGPSLSSLPSALSLMLPVGIGDRGVMCGLPERNYTLPPPPYPHLESSYFRTILPGILSYLADRPPPQYIHPNSINVDGNTALSITNNPSALDPYQANGNVGLELGIVSIDSRSVNTHGAQSLHPNDGHEVALDTTITMENVSRVTSPISTDGMAEELTMDGVTGEHPQIPNGSRSHEPLSVDSVSNSLTAEAVGHGGVIPIHGNGLELPVVMETDHIANRVNGMSDSTLSDSIHTVAMSTNSVSVALS.... Result: 0 (no interaction). (6) The protein sequence of the target gene is MPLNVNFTNRNYDLDYDSVQPYFICDEEENFYHQQQQSELQPPAPSEDIWKKFELLPTPPLSPSRRSGLCSPSYVAVATSFSPREDDDGGGGNFSTADQLEMMTELLGGDMVNQSFICDPDDETFIKNIIIQDCMWSGFSAAAKLVSEKLASYQAARKDSTSLSPARGHSVCSTSSLYLQDLTAAASECIDPSVVFPYPLNDSSSPKSCTSSDSTAFSPSSDSLLSSESSPRASPEPLVLHEETPPTTSSDSEEEQEDEEEIDVVSVEKRQTPAKRSESGSSPSRGHSKPPHSPLVLKRC.... The miRNA is hsa-miR-4800-5p with sequence AGUGGACCGAGGAAGGAAGGA. Result: 0 (no interaction). (7) The miRNA is hsa-miR-6795-5p with sequence UGGGGGGACAGGAUGAGAGGCUGU. The protein sequence of the target gene is MALPASLLPLCCLALLALSAQSCGPGRGPVGRRRYVRKQLVPLLYKQFVPSMPERTLGASGPAEGRVTRGSERFRDLVPNYNPDIIFKDEENSGADRLMTERCKERVNALAIAVMNMWPGVRLRVTEGWDEDGHHAQDSLHYEGRALDITTSDRDRNKYGLLARLAVEAGFDWVYYESRNHIHVSVKADNSLAVRAGGCFPGNATVRLRSGERKGLRELHRGDWVLAADAAGRVVPTPVLLFLDRDLQRRASFVAVETERPPRKLLLTPWHLVFAARGPAPAPGDFAPVFARRLRAGDSV.... Result: 0 (no interaction).